From a dataset of Forward reaction prediction with 1.9M reactions from USPTO patents (1976-2016). Predict the product of the given reaction. Given the reactants [C:1]([O:5][C:6](=[O:19])[CH2:7][C@H:8]([CH2:12][C@H:13]([CH3:18])[CH2:14][CH2:15][CH2:16][CH3:17])[C:9](O)=[O:10])([CH3:4])([CH3:3])[CH3:2], predict the reaction product. The product is: [C:1]([O:5][C:6](=[O:19])[CH2:7][C@@H:8]([CH2:9][OH:10])[CH2:12][C@H:13]([CH3:18])[CH2:14][CH2:15][CH2:16][CH3:17])([CH3:2])([CH3:4])[CH3:3].